This data is from Peptide-MHC class I binding affinity with 185,985 pairs from IEDB/IMGT. The task is: Regression. Given a peptide amino acid sequence and an MHC pseudo amino acid sequence, predict their binding affinity value. This is MHC class I binding data. (1) The peptide sequence is KPPISFPLCA. The MHC is HLA-B51:01 with pseudo-sequence HLA-B51:01. The binding affinity (normalized) is 0.153. (2) The peptide sequence is VYDFFVWL. The MHC is H-2-Db with pseudo-sequence H-2-Db. The binding affinity (normalized) is 0.171. (3) The MHC is Mamu-B17 with pseudo-sequence Mamu-B17. The peptide sequence is QPQPFPSQQPY. The binding affinity (normalized) is 0.